Dataset: Forward reaction prediction with 1.9M reactions from USPTO patents (1976-2016). Task: Predict the product of the given reaction. (1) Given the reactants [OH:1][C:2]1[CH:35]=[CH:34][C:5]([CH2:6][NH:7][C:8]2[N:13]=[C:12]([O:14][CH2:15][C:16]([F:19])([F:18])[F:17])[N:11]=[C:10]([NH:20][C:21]3[CH:33]=[CH:32][C:24]([C:25]([O:27][C:28]([CH3:31])([CH3:30])[CH3:29])=[O:26])=[CH:23][CH:22]=3)[N:9]=2)=[CH:4][CH:3]=1.[Br:36][CH2:37][CH2:38]Br.C(=O)([O-])[O-].[K+].[K+], predict the reaction product. The product is: [Br:36][CH2:37][CH2:38][O:1][C:2]1[CH:35]=[CH:34][C:5]([CH2:6][NH:7][C:8]2[N:13]=[C:12]([O:14][CH2:15][C:16]([F:19])([F:17])[F:18])[N:11]=[C:10]([NH:20][C:21]3[CH:33]=[CH:32][C:24]([C:25]([O:27][C:28]([CH3:30])([CH3:31])[CH3:29])=[O:26])=[CH:23][CH:22]=3)[N:9]=2)=[CH:4][CH:3]=1. (2) Given the reactants [Cl:1][C:2]1[C:3]([F:31])=[C:4]([CH:8]2[C:12]([C:15]3[CH:20]=[CH:19][C:18]([Cl:21])=[CH:17][C:16]=3[F:22])([C:13]#[N:14])[CH:11]([CH2:23][C:24]([CH3:27])([CH3:26])[CH3:25])[NH:10][CH:9]2[C:28]([OH:30])=O)[CH:5]=[CH:6][CH:7]=1.CN(C(ON1N=NC2C=CC=NC1=2)=[N+](C)C)C.F[P-](F)(F)(F)(F)F.CCN(C(C)C)C(C)C.[NH2:65][C:66]1[CH:74]=[CH:73][C:69]([C:70]([NH2:72])=[O:71])=[CH:68][CH:67]=1, predict the reaction product. The product is: [C:70]([C:69]1[CH:73]=[CH:74][C:66]([NH:65][C:28]([CH:9]2[CH:8]([C:4]3[CH:5]=[CH:6][CH:7]=[C:2]([Cl:1])[C:3]=3[F:31])[C:12]([C:15]3[CH:20]=[CH:19][C:18]([Cl:21])=[CH:17][C:16]=3[F:22])([C:13]#[N:14])[CH:11]([CH2:23][C:24]([CH3:26])([CH3:25])[CH3:27])[NH:10]2)=[O:30])=[CH:67][CH:68]=1)(=[O:71])[NH2:72]. (3) Given the reactants S(=O)(=O)(O)O.[O-]S([O-])(=O)=O.[Mg+2].[CH:12]1([C:15]([OH:17])=[O:16])[CH2:14][CH2:13]1.[C:18](O)([CH3:21])([CH3:20])[CH3:19], predict the reaction product. The product is: [C:18]([O:16][C:15]([CH:12]1[CH2:14][CH2:13]1)=[O:17])([CH3:21])([CH3:20])[CH3:19]. (4) Given the reactants [OH:1][C:2]1[CH:3]=[C:4]([CH2:8][CH:9]([O:15][CH:16]([CH3:18])[CH3:17])[C:10]([O:12][CH2:13][CH3:14])=[O:11])[CH:5]=[CH:6][CH:7]=1.[F:19][C:20]([F:31])([F:30])[C:21]1[CH:26]=[CH:25][C:24]([N:27]=[C:28]=[O:29])=[CH:23][CH:22]=1, predict the reaction product. The product is: [CH:16]([O:15][CH:9]([CH2:8][C:4]1[CH:5]=[CH:6][CH:7]=[C:2]([O:1][C:28]([NH:27][C:24]2[CH:23]=[CH:22][C:21]([C:20]([F:19])([F:30])[F:31])=[CH:26][CH:25]=2)=[O:29])[CH:3]=1)[C:10]([O:12][CH2:13][CH3:14])=[O:11])([CH3:17])[CH3:18]. (5) Given the reactants [Br:1][C:2]1[CH:7]=[CH:6][C:5]([SH:8])=[CH:4][C:3]=1[F:9].C(=O)([O-])[O-].[Cs+].[Cs+].Br[CH:17]1[CH2:20][CH2:19][CH2:18]1.O, predict the reaction product. The product is: [Br:1][C:2]1[CH:7]=[CH:6][C:5]([S:8][CH:17]2[CH2:20][CH2:19][CH2:18]2)=[CH:4][C:3]=1[F:9]. (6) The product is: [C:1]([O:4][C@@H:5]1[C@H:9]([O:10][C:11](=[O:13])[CH3:12])[C@@H:8]([CH2:14][O:15][C:16](=[O:18])[CH3:17])[O:7][C@H:6]1[N:19]1[CH:27]=[N:26][C:25]2[C:20]1=[N:21][C:22]([I:29])=[N:23][C:24]=2[NH:33][O:32][CH3:31])(=[O:3])[CH3:2]. Given the reactants [C:1]([O:4][C@@H:5]1[C@H:9]([O:10][C:11](=[O:13])[CH3:12])[C@@H:8]([CH2:14][O:15][C:16](=[O:18])[CH3:17])[O:7][C@H:6]1[N:19]1[CH:27]=[N:26][C:25]2[C:20]1=[N:21][C:22]([I:29])=[N:23][C:24]=2Cl)(=[O:3])[CH3:2].Cl.[CH3:31][O:32][NH2:33].C(N(CC)CC)C, predict the reaction product. (7) Given the reactants [CH3:1][O:2][C:3](=[O:26])[CH2:4][C@H:5]1[C:9]2[CH:10]=[CH:11][C:12]([O:14][C@H:15]3[C:23]4[C:18](=[C:19]([OH:25])[CH:20]=[CH:21][C:22]=4[F:24])[CH2:17][CH2:16]3)=[CH:13][C:8]=2[O:7][CH2:6]1.[CH3:27][O:28][C:29]1[CH:30]=[C:31](B(O)O)[CH:32]=[CH:33][CH:34]=1, predict the reaction product. The product is: [CH3:1][O:2][C:3](=[O:26])[CH2:4][C@H:5]1[C:9]2[CH:10]=[CH:11][C:12]([O:14][C@H:15]3[C:23]4[C:18](=[C:19]([O:25][C:33]5[CH:32]=[CH:31][CH:30]=[C:29]([O:28][CH3:27])[CH:34]=5)[CH:20]=[CH:21][C:22]=4[F:24])[CH2:17][CH2:16]3)=[CH:13][C:8]=2[O:7][CH2:6]1.